Predict the reaction yield, written as a fraction of the theoretical maximum amount of product (1.0 means a 100% yield; for example, 0.34 means a 34% yield). From a dataset of Reaction yield outcomes from USPTO patents with 853,638 reactions. (1) The product is [CH3:16][C:9]1[N:10]([CH3:15])[N:11]=[C:12]2[C:8]=1[C:7]1[C:17](=[O:19])[CH2:4][CH2:5][C:6]=1[CH:14]=[CH:13]2. The catalyst is O1CCCC1.CO. The reactants are COC(=O)[CH2:4][CH2:5][C:6]1[CH:14]=[CH:13][C:12]2[C:8](=[C:9]([CH3:16])[N:10]([CH3:15])[N:11]=2)[C:7]=1[C:17]([O:19]C)=O.[H-].[Na+].Cl.[OH-].[Na+]. The yield is 0.790. (2) The reactants are Cl[C:2]1[N:7]=[C:6]([C:8]([OH:10])=[O:9])[CH:5]=[C:4]([CH:11]=[CH2:12])[N:3]=1.[F:13][C:14]1[CH:35]=[CH:34][C:17]([O:18][C:19]2[CH:24]=[CH:23][C:22](B3OC(C)(C)C(C)(C)O3)=[CH:21][CH:20]=2)=[CH:16][CH:15]=1.C([O-])([O-])=O.[Na+].[Na+]. The catalyst is Cl[Pd](Cl)([P](C1C=CC=CC=1)(C1C=CC=CC=1)C1C=CC=CC=1)[P](C1C=CC=CC=1)(C1C=CC=CC=1)C1C=CC=CC=1. The product is [F:13][C:14]1[CH:35]=[CH:34][C:17]([O:18][C:19]2[CH:24]=[CH:23][C:22]([C:2]3[N:7]=[C:6]([C:8]([OH:10])=[O:9])[CH:5]=[C:4]([CH:11]=[CH2:12])[N:3]=3)=[CH:21][CH:20]=2)=[CH:16][CH:15]=1. The yield is 0.820. (3) The reactants are Cl[C:2]1[N:7]=[C:6]([O:8][C:9]2[CH:35]=[CH:34][CH:33]=[CH:32][C:10]=2[CH2:11][NH:12][C:13]([NH:15][C:16]2[N:20]([C:21]3[CH:26]=[CH:25][C:24]([CH3:27])=[CH:23][CH:22]=3)[N:19]=[C:18]([C:28]([CH3:31])([CH3:30])[CH3:29])[CH:17]=2)=[O:14])[CH:5]=[CH:4][N:3]=1.C(=O)([O-])[O-].[Na+].[Na+].[CH3:42][N:43]([CH3:48])[CH2:44][CH2:45][CH2:46][NH2:47]. The catalyst is C(O)C. The product is [CH3:42][N:43]([CH3:48])[CH2:44][CH2:45][CH2:46][NH:47][C:2]1[N:7]=[C:6]([O:8][C:9]2[CH:35]=[CH:34][CH:33]=[CH:32][C:10]=2[CH2:11][NH:12][C:13]([NH:15][C:16]2[N:20]([C:21]3[CH:26]=[CH:25][C:24]([CH3:27])=[CH:23][CH:22]=3)[N:19]=[C:18]([C:28]([CH3:30])([CH3:31])[CH3:29])[CH:17]=2)=[O:14])[CH:5]=[CH:4][N:3]=1. The yield is 0.350. (4) The reactants are [NH2:1][C@@H:2]([CH2:17][C:18]1[C:26]2[C:21](=[CH:22][CH:23]=[CH:24][CH:25]=2)[NH:20][CH:19]=1)[C:3]([NH:5][C@@H:6]([CH2:10][S:11][S:12][C:13]([CH3:16])([CH3:15])[CH3:14])[C:7]([OH:9])=[O:8])=[O:4].C(N(C(C)C)C(C)C)C.[C:36](OC(=O)C)(=[O:38])[CH3:37]. The catalyst is C(Cl)Cl. The product is [C:36]([NH:1][C@@H:2]([CH2:17][C:18]1[C:26]2[C:21](=[CH:22][CH:23]=[CH:24][CH:25]=2)[NH:20][CH:19]=1)[C:3]([NH:5][C@@H:6]([CH2:10][S:11][S:12][C:13]([CH3:14])([CH3:16])[CH3:15])[C:7]([OH:9])=[O:8])=[O:4])(=[O:38])[CH3:37]. The yield is 0.870. (5) The reactants are [C:1]([O:5][C:6](=[O:21])[NH:7][C@@H:8]([C:10]1[CH:19]=[CH:18][C:17]2[C:12](=[CH:13][C:14](Br)=[CH:15][CH:16]=2)[N:11]=1)[CH3:9])([CH3:4])([CH3:3])[CH3:2].[CH3:22][O:23][CH2:24][C@:25]([CH3:31])([CH:29]=[CH2:30])[C:26]([OH:28])=[O:27].C1(C)C=CC=CC=1P(C1C=CC=CC=1C)C1C=CC=CC=1C.C1(N(C)C2CCCCC2)CCCCC1.S([O-])(O)(=O)=O.[K+]. The catalyst is C([O-])(=O)C.[Pd+2].C([O-])(=O)C.O1CCOCC1.C(#N)C. The product is [C:1]([O:5][C:6]([NH:7][C@@H:8]([C:10]1[CH:19]=[CH:18][C:17]2[C:12](=[CH:13][C:14](/[CH:30]=[CH:29]/[C@:25]([CH2:24][O:23][CH3:22])([CH3:31])[C:26]([OH:28])=[O:27])=[CH:15][CH:16]=2)[N:11]=1)[CH3:9])=[O:21])([CH3:4])([CH3:3])[CH3:2]. The yield is 0.210. (6) The product is [Br:10][C:6]1[CH:7]=[C:2]([F:1])[C:3]([OH:9])=[C:4]([F:8])[CH:5]=1. The catalyst is CN(C=O)C. The reactants are [F:1][C:2]1[CH:7]=[CH:6][CH:5]=[C:4]([F:8])[C:3]=1[OH:9].[Br:10]N1C(=O)CCC1=O. The yield is 0.930. (7) The reactants are [CH3:1][C:2]1[CH:6]=[C:5]([C:7]([F:10])([F:9])[F:8])[N:4]([C:11]2[CH:16]=[CH:15][C:14]([OH:17])=[CH:13][CH:12]=2)[N:3]=1.Cl.Cl[CH2:20][CH2:21][N:22]1[CH2:27][CH2:26][CH2:25][CH2:24][CH2:23]1. No catalyst specified. The product is [CH3:1][C:2]1[CH:6]=[C:5]([C:7]([F:8])([F:10])[F:9])[N:4]([C:11]2[CH:16]=[CH:15][C:14]([O:17][CH2:20][CH2:21][N:22]3[CH2:27][CH2:26][CH2:25][CH2:24][CH2:23]3)=[CH:13][CH:12]=2)[N:3]=1. The yield is 0.550. (8) The reactants are Cl[C:2]1[C:7]([C:8]#[N:9])=[CH:6][N:5]=[C:4]([S:10][CH3:11])[N:3]=1.CCN(C(C)C)C(C)C.[NH2:21][CH:22]1[CH2:27][CH2:26][CH:25]([OH:28])[C:24]([CH3:30])([CH3:29])[CH2:23]1. The catalyst is C1COCC1. The product is [OH:28][C@@H:25]1[CH2:26][CH2:27][C@H:22]([NH:21][C:2]2[C:7]([C:8]#[N:9])=[CH:6][N:5]=[C:4]([S:10][CH3:11])[N:3]=2)[CH2:23][C:24]1([CH3:30])[CH3:29]. The yield is 0.820.